This data is from Forward reaction prediction with 1.9M reactions from USPTO patents (1976-2016). The task is: Predict the product of the given reaction. (1) Given the reactants [Cl:1][C:2]1[C:3]([F:42])=[C:4]([C@@H:8]2[C@:12]([C:15]3[CH:20]=[CH:19][C:18]([Cl:21])=[CH:17][C:16]=3[F:22])([C:13]#[N:14])[C@H:11]([CH2:23][C:24]([CH3:27])([CH3:26])[CH3:25])[NH:10][C@H:9]2[C:28]([NH:30][C:31]2[CH:39]=[CH:38][C:34]([C:35](O)=[O:36])=[CH:33][C:32]=2[O:40][CH3:41])=[O:29])[CH:5]=[CH:6][CH:7]=1.[NH2:43][NH2:44], predict the reaction product. The product is: [NH:43]([C:35]([C:34]1[CH:38]=[CH:39][C:31]([NH:30][C:28]([C@H:9]2[C@H:8]([C:4]3[CH:5]=[CH:6][CH:7]=[C:2]([Cl:1])[C:3]=3[F:42])[C@:12]([C:15]3[CH:20]=[CH:19][C:18]([Cl:21])=[CH:17][C:16]=3[F:22])([C:13]#[N:14])[C@H:11]([CH2:23][C:24]([CH3:25])([CH3:26])[CH3:27])[NH:10]2)=[O:29])=[C:32]([O:40][CH3:41])[CH:33]=1)=[O:36])[NH2:44]. (2) The product is: [C:56]([O:55][C:52](=[O:54])[CH2:53][C:3]([C:4]1[CH:9]=[CH:8][N:7]=[C:6]([C:10]2[O:14][N:13]=[C:12]([CH3:15])[CH:11]=2)[CH:5]=1)=[O:16])([CH3:59])([CH3:58])[CH3:57]. Given the reactants CO[C:3](=[O:16])[C:4]1[CH:9]=[CH:8][N:7]=[C:6]([C:10]2[O:14][N:13]=[C:12]([CH3:15])[CH:11]=2)[CH:5]=1.COC(=O)C1C=CN=C(I)C=1.C[Si](C#C)(C)C.C([O-])([O-])=O.[K+].[K+].C1C(=O)N(Cl)C(=O)C1.C(=NO)C.[C:52]([O:55][C:56]([CH3:59])([CH3:58])[CH3:57])(=[O:54])[CH3:53].[Li], predict the reaction product.